From a dataset of Cav3 T-type calcium channel HTS with 100,875 compounds. Binary Classification. Given a drug SMILES string, predict its activity (active/inactive) in a high-throughput screening assay against a specified biological target. (1) The compound is Clc1ccc(Sc2c(NC(=O)C)cc(C(=O)N3CCCC3)cc2)cc1. The result is 0 (inactive). (2) The drug is n12c3C(N(CC1)CC)CCCc3c1c2ccc(c1)C. The result is 0 (inactive).